Dataset: Full USPTO retrosynthesis dataset with 1.9M reactions from patents (1976-2016). Task: Predict the reactants needed to synthesize the given product. Given the product [Br:11][CH:9]([CH3:10])[C:2](=[O:1])[CH2:3][C:4]([O:6][CH2:7][CH3:8])=[O:5], predict the reactants needed to synthesize it. The reactants are: [O:1]=[C:2]([CH2:9][CH3:10])[CH2:3][C:4]([O:6][CH2:7][CH3:8])=[O:5].[Br:11]Br.